Dataset: Reaction yield outcomes from USPTO patents with 853,638 reactions. Task: Predict the reaction yield, written as a fraction of the theoretical maximum amount of product (1.0 means a 100% yield; for example, 0.34 means a 34% yield). (1) The reactants are [Cl:1][S:2]([OH:5])(=O)=[O:3].[Cl:6][C:7]1[CH:12]=[CH:11][CH:10]=[CH:9][C:8]=1[O:13][CH3:14]. No catalyst specified. The product is [Cl:6][C:7]1[CH:12]=[C:11]([S:2]([Cl:1])(=[O:5])=[O:3])[CH:10]=[CH:9][C:8]=1[O:13][CH3:14]. The yield is 0.500. (2) The yield is 0.600. The product is [CH3:15][C:11]1([CH3:16])[CH2:10][CH2:9][C:8]2[C:7]([CH3:17])=[N:6][C:5]3[S:4][C:3]4[C:18](=[O:19])[NH:20][CH:22]=[N:1][C:2]=4[C:14]=3[C:13]=2[CH2:12]1. The reactants are [NH2:1][C:2]1[C:14]2[C:13]3[CH2:12][C:11]([CH3:16])([CH3:15])[CH2:10][CH2:9][C:8]=3[C:7]([CH3:17])=[N:6][C:5]=2[S:4][C:3]=1[C:18]([NH2:20])=[O:19].O.[C:22]1(C)C=CC(S(O)(=O)=O)=CC=1. The catalyst is C([O-])([O-])OCC.